From a dataset of Reaction yield outcomes from USPTO patents with 853,638 reactions. Predict the reaction yield, written as a fraction of the theoretical maximum amount of product (1.0 means a 100% yield; for example, 0.34 means a 34% yield). The reactants are Cl[C:2]1[N:10]=[C:9](Cl)[CH:8]=[CH:7][C:3]=1[C:4]([NH2:6])=[O:5].[NH2:12][C:13]1[CH:18]=[CH:17][C:16]([C:19]([N:21]2[CH2:26][CH2:25][CH2:24][CH2:23][CH2:22]2)=[O:20])=[CH:15][CH:14]=1.C(O[C:32](=[O:39])[NH:33][C@H:34]1[CH2:38][CH2:37][NH:36][CH2:35]1)(C)(C)C.[C:40](O)(=O)[CH:41]=C. No catalyst specified. The product is [C:32]([NH:33][C@H:34]1[CH2:38][CH2:37][N:36]([C:9]2[CH:8]=[CH:7][C:3]([C:4]([NH2:6])=[O:5])=[C:2]([NH:12][C:13]3[CH:18]=[CH:17][C:16]([C:19]([N:21]4[CH2:22][CH2:23][CH2:24][CH2:25][CH2:26]4)=[O:20])=[CH:15][CH:14]=3)[N:10]=2)[CH2:35]1)(=[O:39])[CH:40]=[CH2:41]. The yield is 0.430.